This data is from Full USPTO retrosynthesis dataset with 1.9M reactions from patents (1976-2016). The task is: Predict the reactants needed to synthesize the given product. Given the product [CH2:37]([O:36][P:31]([C:28]([C:25]1[CH:26]=[CH:27][C:22]([CH2:21][N:20]([S:46]([C:41]2[CH:42]=[CH:43][CH:44]=[CH:45][C:40]=2[Cl:39])(=[O:48])=[O:47])[CH2:19][C:16]2[CH:15]=[CH:14][C:13]([C:10]([P:5]([O:6][CH2:7][CH3:8])([O:4][CH2:2][CH3:3])=[O:9])([F:11])[F:12])=[CH:18][CH:17]=2)=[CH:23][CH:24]=1)([F:30])[F:29])(=[O:32])[O:33][CH2:34][CH3:35])[CH3:38], predict the reactants needed to synthesize it. The reactants are: Cl.[CH2:2]([O:4][P:5]([C:10]([C:13]1[CH:18]=[CH:17][C:16]([CH2:19][NH:20][CH2:21][C:22]2[CH:27]=[CH:26][C:25]([C:28]([P:31]([O:36][CH2:37][CH3:38])([O:33][CH2:34][CH3:35])=[O:32])([F:30])[F:29])=[CH:24][CH:23]=2)=[CH:15][CH:14]=1)([F:12])[F:11])(=[O:9])[O:6][CH2:7][CH3:8])[CH3:3].[Cl:39][C:40]1[CH:45]=[CH:44][CH:43]=[CH:42][C:41]=1[S:46](Cl)(=[O:48])=[O:47].